Dataset: Catalyst prediction with 721,799 reactions and 888 catalyst types from USPTO. Task: Predict which catalyst facilitates the given reaction. (1) Reactant: Cl[C:2]1[CH:7]=[CH:6][N:5]=[C:4]([C:8]2[CH:9]=[N:10][N:11]3[CH:16]=[CH:15][N:14]=[CH:13][C:12]=23)[N:3]=1.[F:17][C:18]1[CH:19]=[CH:20][C:21]([C@@H:24]([NH2:26])[CH3:25])=[N:22][CH:23]=1.C(N(C(C)C)CC)(C)C. Product: [F:17][C:18]1[CH:19]=[CH:20][C:21]([C@@H:24]([NH:26][C:2]2[CH:7]=[CH:6][N:5]=[C:4]([C:8]3[CH:9]=[N:10][N:11]4[CH:16]=[CH:15][N:14]=[CH:13][C:12]=34)[N:3]=2)[CH3:25])=[N:22][CH:23]=1. The catalyst class is: 3. (2) Reactant: [CH:1]1([C@@:7]([C:21]2[CH:26]=[CH:25][CH:24]=[CH:23][CH:22]=2)([C:9]2[N:13]=[CH:12][N:11]([CH2:14][CH:15]3[CH2:20][CH2:19][NH:18][CH2:17][CH2:16]3)[N:10]=2)[OH:8])[CH2:6][CH2:5][CH2:4][CH2:3][CH2:2]1.Br[CH2:28][CH2:29][CH2:30][CH2:31][CH2:32][CH2:33][CH2:34][CH2:35][CH2:36][N:37]([C:45]([O:47][C:48]([CH3:51])([CH3:50])[CH3:49])=[O:46])[C:38]([O:40][C:41]([CH3:44])([CH3:43])[CH3:42])=[O:39].C(N(CC)CC)C. Product: [NH3:10].[C:41]([O:40][C:38]([N:37]([CH2:36][CH2:35][CH2:34][CH2:33][CH2:32][CH2:31][CH2:30][CH2:29][CH2:28][N:18]1[CH2:19][CH2:20][CH:15]([CH2:14][N:11]2[CH:12]=[N:13][C:9]([C@:7]([CH:1]3[CH2:6][CH2:5][CH2:4][CH2:3][CH2:2]3)([OH:8])[C:21]3[CH:26]=[CH:25][CH:24]=[CH:23][CH:22]=3)=[N:10]2)[CH2:16][CH2:17]1)[C:45]([O:47][C:48]([CH3:49])([CH3:50])[CH3:51])=[O:46])=[O:39])([CH3:44])([CH3:43])[CH3:42]. The catalyst class is: 10. (3) Reactant: [CH3:1][C:2]1([C:12]([O:14][CH2:15][CH3:16])=[O:13])[CH2:11][CH2:10][C:5]2(OCC[O:6]2)[CH2:4][CH2:3]1.[N+]([O-])([O-])=O.[Ce].[NH4+]. Product: [CH3:1][C:2]1([C:12]([O:14][CH2:15][CH3:16])=[O:13])[CH2:3][CH2:4][C:5](=[O:6])[CH2:10][CH2:11]1. The catalyst class is: 47. (4) Reactant: [Br:1][C:2]1[CH:7]=[CH:6][CH:5]=[CH:4][C:3]=1[CH2:8][N:9]1[C:14](=[O:15])[C:13]([C:16]([NH:18][CH2:19][C:20]([O:22]CC)=[O:21])=[O:17])=[C:12]([OH:25])[C:11]([C:26]([O:28]C)=O)=[C:10]1[OH:30].[CH2:31]([NH2:35])[CH2:32][CH2:33][CH3:34].Cl. Product: [Br:1][C:2]1[CH:7]=[CH:6][CH:5]=[CH:4][C:3]=1[CH2:8][N:9]1[C:10]([OH:30])=[C:11]([C:26]([NH:35][CH2:31][CH2:32][CH2:33][CH3:34])=[O:28])[C:12]([OH:25])=[C:13]([C:16]([NH:18][CH2:19][C:20]([OH:22])=[O:21])=[O:17])[C:14]1=[O:15]. The catalyst class is: 22. (5) Reactant: [NH:1]1[CH2:6][CH2:5][CH:4]([CH:7]([NH:10][C:11]([C:13]2[C:14]3[CH:21]=[N:20][N:19]([C:22]4[CH:27]=[CH:26][C:25]([F:28])=[CH:24][CH:23]=4)[C:15]=3[CH:16]=[N:17][CH:18]=2)=[O:12])[CH2:8][CH3:9])[CH2:3][CH2:2]1.C=O.[C:31](O[BH-](OC(=O)C)OC(=O)C)(=O)C.[Na+]. Product: [CH3:31][N:1]1[CH2:6][CH2:5][CH:4]([CH:7]([NH:10][C:11]([C:13]2[C:14]3[CH:21]=[N:20][N:19]([C:22]4[CH:27]=[CH:26][C:25]([F:28])=[CH:24][CH:23]=4)[C:15]=3[CH:16]=[N:17][CH:18]=2)=[O:12])[CH2:8][CH3:9])[CH2:3][CH2:2]1. The catalyst class is: 5. (6) Reactant: [CH2:1]([N:3]([CH2:37][CH3:38])[CH2:4][CH2:5][CH2:6][NH:7][C:8]1[N:9]=[C:10]([C:27]2[C:28]([CH3:36])=[C:29]([CH:33]=[CH:34][CH:35]=2)[C:30](O)=[O:31])[C:11]2[CH:17]=[CH:16][C:15](=[O:18])[N:14]([C:19]3[C:24]([F:25])=[CH:23][CH:22]=[CH:21][C:20]=3[F:26])[C:12]=2[N:13]=1)[CH3:2].CN(C(O[N:54]1N=[N:54][C:49]2[CH:50]=[CH:51][CH:51]=[CH:50][C:49]1=2)=[N+](C)C)C.F[P-](F)(F)(F)(F)F.C(N(CC)CC)C.C1(N)CC1. Product: [CH:49]1([NH:54][C:30](=[O:31])[C:29]2[CH:33]=[CH:34][CH:35]=[C:27]([C:10]3[C:11]4[CH:17]=[CH:16][C:15](=[O:18])[N:14]([C:19]5[C:20]([F:26])=[CH:21][CH:22]=[CH:23][C:24]=5[F:25])[C:12]=4[N:13]=[C:8]([NH:7][CH2:6][CH2:5][CH2:4][N:3]([CH2:37][CH3:38])[CH2:1][CH3:2])[N:9]=3)[C:28]=2[CH3:36])[CH2:51][CH2:50]1. The catalyst class is: 3. (7) Product: [NH2:32][C:14]1[CH:13]=[C:12]([NH:11][C:2](=[O:3])[O:4][C:5]2[CH:10]=[CH:9][CH:8]=[CH:7][CH:6]=2)[C:17]([S:18](=[O:30])(=[O:31])[NH:19][C:20]2[CH:21]=[CH:22][C:23]3[CH2:27][O:26][B:25]([OH:28])[C:24]=3[CH:29]=2)=[N:16][CH:15]=1. The catalyst class is: 49. Reactant: Cl[C:2]([O:4][C:5]1[CH:10]=[CH:9][CH:8]=[CH:7][CH:6]=1)=[O:3].[NH2:11][C:12]1[CH:13]=[C:14]([NH:32]C(=O)OCC2C=CC=CC=2)[CH:15]=[N:16][C:17]=1[S:18](=[O:31])(=[O:30])[NH:19][C:20]1[CH:21]=[CH:22][C:23]2[CH2:27][O:26][B:25]([OH:28])[C:24]=2[CH:29]=1.